This data is from Forward reaction prediction with 1.9M reactions from USPTO patents (1976-2016). The task is: Predict the product of the given reaction. (1) Given the reactants [CH:1]([C:3]1[C:4]([C:27]([F:30])([F:29])[F:28])=[N:5][N:6]([CH2:8][C:9]([NH:11][C:12]2[S:16][C:15]3[CH2:17][CH2:18][CH2:19][CH2:20][C:14]=3[C:13]=2[C:21]([NH:23][CH2:24][CH2:25][OH:26])=[O:22])=[O:10])[CH:7]=1)=O.[CH3:31][NH:32][CH3:33].C(O[BH-](OC(=O)C)OC(=O)C)(=O)C.[Na+], predict the reaction product. The product is: [CH3:31][N:32]([CH2:1][C:3]1[C:4]([C:27]([F:29])([F:28])[F:30])=[N:5][N:6]([CH2:8][C:9]([NH:11][C:12]2[S:16][C:15]3[CH2:17][CH2:18][CH2:19][CH2:20][C:14]=3[C:13]=2[C:21]([NH:23][CH2:24][CH2:25][OH:26])=[O:22])=[O:10])[CH:7]=1)[CH3:33]. (2) Given the reactants [O:1]=[S:2]1(=[O:37])[CH2:7][CH2:6][N:5]([C:8]2[CH:13]=[CH:12][C:11]([C:14]3[S:18][C:17]([C:19]4[CH:24]=[CH:23][C:22]([F:25])=[CH:21][N:20]=4)=[N:16][C:15]=3[C@@H:26]3[CH2:31][CH2:30][C@H:29]([F:32])[CH2:28][C@H:27]3[C:33]([O:35]C)=[O:34])=[CH:10][CH:9]=2)[CH2:4][CH2:3]1.[OH-].[Na+], predict the reaction product. The product is: [O:37]=[S:2]1(=[O:1])[CH2:3][CH2:4][N:5]([C:8]2[CH:13]=[CH:12][C:11]([C:14]3[S:18][C:17]([C:19]4[CH:24]=[CH:23][C:22]([F:25])=[CH:21][N:20]=4)=[N:16][C:15]=3[C@@H:26]3[CH2:31][CH2:30][C@H:29]([F:32])[CH2:28][C@H:27]3[C:33]([OH:35])=[O:34])=[CH:10][CH:9]=2)[CH2:6][CH2:7]1. (3) Given the reactants [CH3:1][O:2][CH2:3][CH:4]([NH:6][C:7]([C:9]1[CH:10]=[C:11]([C:16]2[CH:21]=[CH:20][C:19]([CH3:22])=[CH:18][CH:17]=2)[CH:12]=[C:13](I)[CH:14]=1)=[O:8])[CH3:5].[CH3:23][C:24]1[N:25]=[CH:26][S:27][CH:28]=1.CC(O[K])=O, predict the reaction product. The product is: [CH3:1][O:2][CH2:3][CH:4]([NH:6][C:7]([C:9]1[CH:10]=[C:11]([C:16]2[CH:21]=[CH:20][C:19]([CH3:22])=[CH:18][CH:17]=2)[CH:12]=[C:13]([C:28]2[S:27][CH:26]=[N:25][C:24]=2[CH3:23])[CH:14]=1)=[O:8])[CH3:5]. (4) Given the reactants [F:1][C:2]1[CH:3]=[C:4]([CH:43]=[CH:44][N:45]=1)[C:5]([NH:7][C:8]1[N:9]=[C:10]2[CH:15]=[CH:14][C:13]([C:16]3[C:17]([C:35]4[CH:40]=[CH:39][C:38]([F:41])=[CH:37][CH:36]=4)=[N:18][N:19]([CH3:34])[C:20]=3N3CCN(C(OC(C)(C)C)=O)CC3)=[N:12][N:11]2[CH:42]=1)=[O:6].NC1N=C2C=CC(C3C(C4C=CC(F)=CC=4)=NN(C)C=3[CH:60]3[CH2:65][CH2:64][N:63]([C:66]([O:68][C:69]([CH3:72])([CH3:71])[CH3:70])=[O:67])[CH2:62][CH2:61]3)=NN2C=1.FC1C=C(C=CN=1)C(O)=O, predict the reaction product. The product is: [F:1][C:2]1[CH:3]=[C:4]([CH:43]=[CH:44][N:45]=1)[C:5]([NH:7][C:8]1[N:9]=[C:10]2[CH:15]=[CH:14][C:13]([C:16]3[C:17]([C:35]4[CH:36]=[CH:37][C:38]([F:41])=[CH:39][CH:40]=4)=[N:18][N:19]([CH3:34])[C:20]=3[CH:60]3[CH2:65][CH2:64][N:63]([C:66]([O:68][C:69]([CH3:72])([CH3:71])[CH3:70])=[O:67])[CH2:62][CH2:61]3)=[N:12][N:11]2[CH:42]=1)=[O:6]. (5) The product is: [ClH:1].[O:14]1[C:11]2([CH2:19][CH2:3][NH:4][CH2:5][CH2:6]2)[CH2:10][CH2:9][CH2:12]1. Given the reactants [ClH:1].O1[C:6]2([CH2:11][CH2:10][CH:9]([C:12]([O:14]C(C)(C)C)=O)CC2)[CH2:5][NH:4][CH2:3]1.[CH3:19]O, predict the reaction product. (6) Given the reactants [OH:1][CH2:2][C:3]1([C:6]#[N:7])[CH2:5][CH2:4]1.N1C=CC=CC=1.[C:14]1([CH3:24])[CH:19]=[CH:18][C:17]([S:20](Cl)(=[O:22])=[O:21])=[CH:16][CH:15]=1, predict the reaction product. The product is: [CH3:24][C:14]1[CH:19]=[CH:18][C:17]([S:20]([O:1][CH2:2][C:3]2([C:6]#[N:7])[CH2:5][CH2:4]2)(=[O:22])=[O:21])=[CH:16][CH:15]=1. (7) Given the reactants [Br:1][C:2]1[CH:7]=[CH:6][C:5]([NH:8][C:9](=[O:20])[NH:10][C:11]2[CH:19]=[CH:18][C:14]([C:15]([OH:17])=O)=[CH:13][CH:12]=2)=[C:4]([F:21])[CH:3]=1.[CH3:22][N:23](C=O)[CH3:24].C1C=CC2N(O)N=NC=2C=1.C(Cl)CCl, predict the reaction product. The product is: [Br:1][C:2]1[CH:7]=[CH:6][C:5]([NH:8][C:9](=[O:20])[NH:10][C:11]2[CH:12]=[CH:13][C:14]([C:15]([N:23]([CH3:24])[CH3:22])=[O:17])=[CH:18][CH:19]=2)=[C:4]([F:21])[CH:3]=1.